Dataset: Reaction yield outcomes from USPTO patents with 853,638 reactions. Task: Predict the reaction yield, written as a fraction of the theoretical maximum amount of product (1.0 means a 100% yield; for example, 0.34 means a 34% yield). (1) The reactants are S(Cl)([Cl:4])(=O)=O.N1C=CN=C1NC(C1C2N=C(N[C:24]([C:26]3[N:27]=[CH:28][C:29]4[C:34]([CH:35]=3)=[CH:33][CH:32]=[CH:31][C:30]=4[O:36][CH3:37])=[O:25])NC=2C=CC=1)=O.CC[O:40][CH2:41]C. The catalyst is C(O)(=O)C. The product is [CH3:41][O:40][C:24]([C:26]1[N:27]=[CH:28][C:29]2[C:34]([CH:35]=1)=[CH:33][CH:32]=[C:31]([Cl:4])[C:30]=2[O:36][CH3:37])=[O:25]. The yield is 0.460. (2) The reactants are [CH3:1][NH:2][C:3]([C:5]1[N:9]([C:10]2[C:15]([Cl:16])=[CH:14][C:13]([Cl:17])=[CH:12][C:11]=2[Cl:18])[N:8]=[C:7]([CH3:19])[C:6]=1[N+:20]([O-])=O)=[O:4].[Sn](Cl)Cl. The catalyst is C(=O)(O)[O-].[Na+]. The product is [NH2:20][C:6]1[C:7]([CH3:19])=[N:8][N:9]([C:10]2[C:15]([Cl:16])=[CH:14][C:13]([Cl:17])=[CH:12][C:11]=2[Cl:18])[C:5]=1[C:3]([NH:2][CH3:1])=[O:4]. The yield is 0.520. (3) The reactants are [CH3:1][NH:2][CH2:3][CH2:4][C:5]1[CH:10]=[C:9]([O:11][CH3:12])[C:8]([O:13][CH3:14])=[C:7]([O:15][CH3:16])[CH:6]=1.[N:17]1[CH:22]=[CH:21][CH:20]=[C:19](/[CH:23]=[CH:24]/[C:25](O)=[O:26])[CH:18]=1.P(C#N)(=O)(OCC)OCC.C(=O)(O)[O-].[Na+]. The catalyst is CN(C)C=O.C(N(CC)CC)C. The product is [CH3:1][N:2]([CH2:3][CH2:4][C:5]1[CH:6]=[C:7]([O:15][CH3:16])[C:8]([O:13][CH3:14])=[C:9]([O:11][CH3:12])[CH:10]=1)[C:25](=[O:26])/[CH:24]=[CH:23]/[C:19]1[CH:18]=[N:17][CH:22]=[CH:21][CH:20]=1. The yield is 0.940. (4) The reactants are [OH:1][C:2]1[CH:7]=[CH:6][C:5]([C@H:8]2[CH2:12][CH2:11][C@:10]3([CH2:16][CH2:15][NH:14][C:13]3=[O:17])[N:9]2[C:18]([O:20][C:21]([CH3:24])([CH3:23])[CH3:22])=[O:19])=[CH:4][CH:3]=1.F[C:26]1[CH:33]=[CH:32][CH:31]=[CH:30][C:27]=1[C:28]#[N:29]. No catalyst specified. The product is [C:28]([C:27]1[CH:30]=[CH:31][CH:32]=[CH:33][C:26]=1[O:1][C:2]1[CH:7]=[CH:6][C:5]([C@H:8]2[CH2:12][CH2:11][C@:10]3([CH2:16][CH2:15][NH:14][C:13]3=[O:17])[N:9]2[C:18]([O:20][C:21]([CH3:24])([CH3:23])[CH3:22])=[O:19])=[CH:4][CH:3]=1)#[N:29]. The yield is 0.660. (5) The reactants are [NH:1]1[C:9]2[C:4](=[CH:5][CH:6]=[CH:7][CH:8]=2)[CH:3]=[CH:2]1.Br[C:11]1[CH:15]=[CH:14][S:13][CH:12]=1.C(=O)([O-])[O-].[K+].[K+].CN1CCCC1=O. The catalyst is O. The product is [S:13]1[CH:14]=[CH:15][C:11]([N:1]2[C:9]3[C:4](=[CH:5][CH:6]=[CH:7][CH:8]=3)[CH:3]=[CH:2]2)=[CH:12]1. The yield is 0.640. (6) The reactants are Cl[C:2]1[N:7]=[C:6]([C:8]([O:10][CH2:11][CH3:12])=[CH2:9])[CH:5]=[CH:4][N:3]=1.[F-].[K+].[F:15][C:16]1[C:21]2[S:22][CH:23]=[C:24](B3OC(C)(C)C(C)(C)O3)[C:20]=2[CH:19]=[CH:18][CH:17]=1. The catalyst is CN(C=O)C.C1C=CC(P(C2C=CC=CC=2)[C-]2C=CC=C2)=CC=1.C1C=CC(P(C2C=CC=CC=2)[C-]2C=CC=C2)=CC=1.Cl[Pd]Cl.[Fe+2]. The product is [CH2:11]([O:10][C:8]([C:6]1[CH:5]=[CH:4][N:3]=[C:2]([C:24]2[C:20]3[CH:19]=[CH:18][CH:17]=[C:16]([F:15])[C:21]=3[S:22][CH:23]=2)[N:7]=1)=[CH2:9])[CH3:12]. The yield is 0.670.